This data is from Forward reaction prediction with 1.9M reactions from USPTO patents (1976-2016). The task is: Predict the product of the given reaction. (1) Given the reactants [SH:1][CH2:2][C:3]([NH:5][CH2:6][CH2:7][CH2:8][CH2:9][CH2:10][NH:11]C(NC1C=CC=CC=1)=O)=[O:4].[CH2:21]([N:28]=[C:29]=[O:30])[C:22]1[CH:27]=[CH:26][CH:25]=[CH:24][CH:23]=1, predict the reaction product. The product is: [CH2:21]([NH:28][C:29](=[O:30])[NH:11][CH2:10][CH2:9][CH2:8][CH2:7][CH2:6][NH:5][C:3](=[O:4])[CH2:2][SH:1])[C:22]1[CH:27]=[CH:26][CH:25]=[CH:24][CH:23]=1. (2) Given the reactants [NH2:1][C:2]1[CH:7]=[CH:6][C:5]([S:8][C:9]2[CH:14]=[CH:13][N:12]=[C:11]([C:15]3[N:16]([C:24]([O:26][C:27]([CH3:30])([CH3:29])[CH3:28])=[O:25])[C:17]4[C:22]([CH:23]=3)=[CH:21][CH:20]=[CH:19][CH:18]=4)[N:10]=2)=[CH:4][CH:3]=1.Cl[C:32]1[C:41]2[C:36](=[CH:37][CH:38]=[CH:39][CH:40]=2)[C:35]([C:42]2[CH:47]=[CH:46][C:45]([Cl:48])=[CH:44][CH:43]=2)=[N:34][N:33]=1, predict the reaction product. The product is: [Cl:48][C:45]1[CH:44]=[CH:43][C:42]([C:35]2[C:36]3[C:41](=[CH:40][CH:39]=[CH:38][CH:37]=3)[C:32]([NH:1][C:2]3[CH:3]=[CH:4][C:5]([S:8][C:9]4[CH:14]=[CH:13][N:12]=[C:11]([C:15]5[N:16]([C:24]([O:26][C:27]([CH3:30])([CH3:29])[CH3:28])=[O:25])[C:17]6[C:22]([CH:23]=5)=[CH:21][CH:20]=[CH:19][CH:18]=6)[N:10]=4)=[CH:6][CH:7]=3)=[N:33][N:34]=2)=[CH:47][CH:46]=1. (3) Given the reactants [CH:1]1([C:4]([C:6]2[S:7][CH:8]=[CH:9][CH:10]=2)=[O:5])[CH2:3][CH2:2]1.[Cl-].[Al+3].[Cl-].[Cl-].[Br:15]Br, predict the reaction product. The product is: [Br:15][C:9]1[CH:10]=[C:6]([C:4]([CH:1]2[CH2:3][CH2:2]2)=[O:5])[S:7][CH:8]=1. (4) Given the reactants [CH2:1]([N:8]1[CH2:13][CH2:12][C:11]([CH3:21])([C:14](OC(C)(C)C)=[O:15])[CH2:10][CH2:9]1)[C:2]1[CH:7]=[CH:6][CH:5]=[CH:4][CH:3]=1.[AlH4-].[Li+].[OH-].[Na+], predict the reaction product. The product is: [CH2:1]([N:8]1[CH2:13][CH2:12][C:11]([CH2:14][OH:15])([CH3:21])[CH2:10][CH2:9]1)[C:2]1[CH:7]=[CH:6][CH:5]=[CH:4][CH:3]=1.